From a dataset of Full USPTO retrosynthesis dataset with 1.9M reactions from patents (1976-2016). Predict the reactants needed to synthesize the given product. (1) Given the product [ClH:3].[ClH:31].[Cl:3][C:4]1[CH:30]=[CH:29][C:7]2[NH:8][C:9]([C@H:11]([NH2:21])[CH2:12][C:13]3[CH:14]=[CH:15][C:16]([O:19][CH3:20])=[CH:17][CH:18]=3)=[N:10][C:6]=2[CH:5]=1, predict the reactants needed to synthesize it. The reactants are: N#N.[Cl:3][C:4]1[CH:30]=[CH:29][C:7]2[NH:8][C:9]([C@H:11]([NH:21]C(=O)OC(C)(C)C)[CH2:12][C:13]3[CH:18]=[CH:17][C:16]([O:19][CH3:20])=[CH:15][CH:14]=3)=[N:10][C:6]=2[CH:5]=1.[ClH:31]. (2) Given the product [CH3:18][C:19]1[CH:28]=[N:27][C:26]2[C:21](=[CH:22][CH:23]=[CH:24][C:25]=2[O:29][C:2]2[CH:7]=[C:6]([C:8]3[CH:13]=[CH:12][C:11]([C:14]([F:17])([F:16])[F:15])=[CH:10][CH:9]=3)[N:5]=[CH:4][N:3]=2)[N:20]=1, predict the reactants needed to synthesize it. The reactants are: Cl[C:2]1[CH:7]=[C:6]([C:8]2[CH:13]=[CH:12][C:11]([C:14]([F:17])([F:16])[F:15])=[CH:10][CH:9]=2)[N:5]=[CH:4][N:3]=1.[CH3:18][C:19]1[CH:28]=[N:27][C:26]2[C:25]([OH:29])=[CH:24][CH:23]=[CH:22][C:21]=2[N:20]=1.[H-].[Na+]. (3) The reactants are: FC(F)(F)C(O)=O.[Cl:8][C:9]1[C:10]([F:39])=[C:11]([CH:15]2[C:19]([C:22]3[CH:27]=[CH:26][C:25]([Cl:28])=[CH:24][C:23]=3[F:29])([C:20]#[N:21])[CH:18]([CH2:30][C:31]([CH3:35])([CH3:34])[CH2:32][OH:33])[NH:17][CH:16]2[C:36]([OH:38])=O)[CH:12]=[CH:13][CH:14]=1.CC1(C)[O:45][C@@H:44]([CH2:46][CH2:47][NH2:48])[CH2:43][O:42]1.CN(C(ON1N=NC2C=CC=NC1=2)=[N+](C)C)C.F[P-](F)(F)(F)(F)F.CCN(C(C)C)C(C)C.Cl. Given the product [OH:45][C@H:44]([CH2:43][OH:42])[CH2:46][CH2:47][NH:48][C:36]([CH:16]1[CH:15]([C:11]2[CH:12]=[CH:13][CH:14]=[C:9]([Cl:8])[C:10]=2[F:39])[C:19]([C:22]2[CH:27]=[CH:26][C:25]([Cl:28])=[CH:24][C:23]=2[F:29])([C:20]#[N:21])[CH:18]([CH2:30][C:31]([CH3:35])([CH3:34])[CH2:32][OH:33])[NH:17]1)=[O:38], predict the reactants needed to synthesize it. (4) Given the product [Cl:8][C:9]1[C:14]([O:15][CH:16]([C:21]([F:24])([F:23])[F:22])[C:17]([F:20])([F:19])[F:18])=[N:13][CH:12]=[C:11]([I:1])[CH:10]=1, predict the reactants needed to synthesize it. The reactants are: [I-:1].[K+].F[B-](F)(F)F.[Cl:8][C:9]1[CH:10]=[C:11]([N+]#N)[CH:12]=[N:13][C:14]=1[O:15][CH:16]([C:21]([F:24])([F:23])[F:22])[C:17]([F:20])([F:19])[F:18].